From a dataset of Reaction yield outcomes from USPTO patents with 853,638 reactions. Predict the reaction yield, written as a fraction of the theoretical maximum amount of product (1.0 means a 100% yield; for example, 0.34 means a 34% yield). (1) The reactants are [Cl:1][C:2]1(C2C=CC=C(C(=O)NC)C=2)[CH:7]=[CH:6][C:5]([N:8]([C:12]2[CH:17]=[CH:16][CH:15]=[CH:14][C:13]=2[C:18]([F:21])([F:20])[F:19])[C:9](=[O:11])[NH2:10])=[C:4](NC(O)=O)[CH2:3]1.[CH3:36][NH:37][C:38]([C:40]1[CH:41]=[C:42]([CH:44]=[CH:45][CH:46]=1)[NH2:43])=[O:39].C1C=CC2N(O)N=NC=2C=1.CN1CC[O:61][CH2:60]C1.CCN=C=NCCCN(C)C.Cl. The catalyst is CN(C=O)C.O. The product is [Cl:1][C:2]1([C:60](=[O:61])[NH:43][C:42]2[CH:44]=[CH:45][CH:46]=[C:40]([C:38](=[O:39])[NH:37][CH3:36])[CH:41]=2)[CH:7]=[CH:6][C:5]([N:8]([C:12]2[CH:17]=[CH:16][CH:15]=[CH:14][C:13]=2[C:18]([F:19])([F:21])[F:20])[C:9](=[O:11])[NH2:10])=[CH:4][CH2:3]1. The yield is 0.410. (2) The product is [Cl:11][C:12]1[CH:17]=[CH:16][C:15]([C:18]([CH3:29])([CH3:28])[CH2:19][C:20]([OH:27])([C:23]([F:26])([F:25])[F:24])[CH:21]=[O:22])=[C:14]([O:30][CH3:31])[CH:13]=1. The reactants are C(Cl)(=O)C(Cl)=O.CS(C)=O.[Cl:11][C:12]1[CH:17]=[CH:16][C:15]([C:18]([CH3:29])([CH3:28])[CH2:19][C:20]([OH:27])([C:23]([F:26])([F:25])[F:24])[CH2:21][OH:22])=[C:14]([O:30][CH3:31])[CH:13]=1.C(N(CC)CC)C. The catalyst is ClCCl.O. The yield is 0.969. (3) The catalyst is ClCCl. The reactants are [NH2:1][C:2]1[CH:30]=[CH:29][C:5]2[NH:6][C:7]([C:12]3[C:13](=[O:28])[C:14]([CH2:24][CH:25]4[CH2:27][CH2:26]4)([CH3:23])[C:15]4[C:20]([C:21]=3[OH:22])=[CH:19][CH:18]=[CH:17][CH:16]=4)=[N:8][S:9](=[O:11])(=[O:10])[C:4]=2[CH:3]=1.N1C=CC=CC=1.[CH3:37][S:38](Cl)(=[O:40])=[O:39]. The yield is 0.840. The product is [CH:25]1([CH2:24][C:14]2([CH3:23])[C:15]3[C:20](=[CH:19][CH:18]=[CH:17][CH:16]=3)[C:21]([OH:22])=[C:12]([C:7]3[NH:6][C:5]4[CH:29]=[CH:30][C:2]([NH:1][S:38]([CH3:37])(=[O:40])=[O:39])=[CH:3][C:4]=4[S:9](=[O:11])(=[O:10])[N:8]=3)[C:13]2=[O:28])[CH2:26][CH2:27]1. (4) The product is [F:16][C:15]([F:18])([F:17])[C:19]([OH:23])=[O:20].[CH3:2][C@@H:3]1[CH2:8][N:7]([CH3:21])[CH2:6][CH2:5][N:4]1[C:9]1[CH:14]=[CH:13][CH:12]=[C:11]([C:15]([F:18])([F:16])[F:17])[CH:10]=1. The yield is 0.610. The catalyst is CO. The reactants are Cl.[CH3:2][C@H:3]1[CH2:8][NH:7][CH2:6][CH2:5][N:4]1[C:9]1[CH:14]=[CH:13][CH:12]=[C:11]([C:15]([F:18])([F:17])[F:16])[CH:10]=1.[CH2:19]=[O:20].[C:21](O)(=[O:23])C.C([BH3-])#N.[Na+]. (5) The catalyst is C(Cl)Cl. The product is [CH3:16][N:17]1[CH2:18][CH2:19][C:20]([C:25]2[CH:26]=[CH:27][C:28]([F:31])=[CH:29][CH:30]=2)([CH2:23][NH:24][C:13]([C:5]2[C:6]3[C:11](=[CH:10][CH:9]=[CH:8][CH:7]=3)[CH:12]=[C:3]([C:1]#[N:2])[CH:4]=2)=[O:15])[CH2:21][CH2:22]1. The reactants are [C:1]([C:3]1[CH:4]=[C:5]([C:13]([OH:15])=O)[C:6]2[C:11]([CH:12]=1)=[CH:10][CH:9]=[CH:8][CH:7]=2)#[N:2].[CH3:16][N:17]1[CH2:22][CH2:21][C:20]([C:25]2[CH:30]=[CH:29][C:28]([F:31])=[CH:27][CH:26]=2)([CH2:23][NH2:24])[CH2:19][CH2:18]1.Cl.C(N=C=NCCCN(C)C)C.ON1C2C=CC=CC=2N=N1. The yield is 0.790. (6) The reactants are [CH2:1]([O:3][C:4]1[CH:13]=[C:12]2[C:7]([CH:8]=[CH:9][CH:10]=[C:11]2[NH:14]C(=O)OC(C)(C)C)=[CH:6][CH:5]=1)[CH3:2].Cl.C(OC(C)C)(C)C. The catalyst is O1CCOCC1. The product is [CH2:1]([O:3][C:4]1[CH:13]=[C:12]2[C:7]([CH:8]=[CH:9][CH:10]=[C:11]2[NH2:14])=[CH:6][CH:5]=1)[CH3:2]. The yield is 0.863. (7) The reactants are C([O:4][CH:5](OC(=O)C)[C:6]1[CH:11]=[CH:10][C:9]([S:12]([N:15]2[CH2:20][CH2:19][O:18][CH2:17][CH2:16]2)(=[O:14])=[O:13])=[CH:8][CH:7]=1)(=O)C.C(=O)([O-])[O-].[K+].[K+]. The catalyst is CO. The yield is 0.480. The product is [O:18]1[CH2:19][CH2:20][N:15]([S:12]([C:9]2[CH:8]=[CH:7][C:6]([CH:5]=[O:4])=[CH:11][CH:10]=2)(=[O:14])=[O:13])[CH2:16][CH2:17]1. (8) The reactants are Cl[C:2]1[N:9]=[C:8]([C:10]2O[CH:12]=[CH:13][CH:14]=2)[C:7]([C:15]2[CH:20]=[CH:19][N:18]=[C:17]([S:21][CH3:22])[N:16]=2)=[CH:6][C:3]=1[C:4]#[N:5].[OH2:23].[NH2:24][NH2:25].O. The catalyst is C(O)C. The product is [O:23]1[CH:12]=[CH:13][CH:14]=[C:10]1[C:8]1[N:9]=[C:2]2[NH:24][N:25]=[C:4]([NH2:5])[C:3]2=[CH:6][C:7]=1[C:15]1[CH:20]=[CH:19][N:18]=[C:17]([S:21][CH3:22])[N:16]=1. The yield is 0.910. (9) The reactants are Br[C:2]([CH3:9])([CH3:8])[C:3]([O:5][CH2:6][CH3:7])=[O:4].[CH3:10][C:11]([SH:14])([CH3:13])[CH3:12].[OH-].[K+]. The catalyst is C(O)C. The product is [CH2:6]([O:5][C:3](=[O:4])[C:2]([S:14][C:11]([CH3:13])([CH3:12])[CH3:10])([CH3:9])[CH3:8])[CH3:7]. The yield is 0.347. (10) The product is [CH3:9][C:10]1[CH:15]=[CH:14][CH:13]=[CH:12][C:11]=1[CH2:16][N:1]1[CH2:6][CH2:5][CH2:4][NH:3][C:2]1=[O:7]. The reactants are [NH:1]1[CH2:6][CH2:5][CH2:4][NH:3][C:2]1=[O:7].Br[CH2:9][C:10]1[C:11]([CH3:16])=[CH:12][CH:13]=[CH:14][CH:15]=1.CN(C)C=O.[H-].[Na+]. The yield is 0.130. The catalyst is O.